Task: Predict which catalyst facilitates the given reaction.. Dataset: Catalyst prediction with 721,799 reactions and 888 catalyst types from USPTO (1) Reactant: [N+]([C:4]1[NH:5][CH:6]=[C:7]([N+:9]([O-:11])=[O:10])[N:8]=1)([O-])=O.[ClH:12]. Product: [Cl:12][C:4]1[NH:5][CH:6]=[C:7]([N+:9]([O-:11])=[O:10])[N:8]=1. The catalyst class is: 159. (2) Reactant: C([O:4][C@H:5]1[CH2:22][CH2:21][C@@:20]2([CH3:23])[C@@H:7]([CH2:8][CH2:9][C@:10]3([CH3:50])[C@@H:19]2[CH2:18][CH2:17][C@H:16]2[C@@:11]3([CH3:49])[CH2:12][CH2:13][C@@:14]3([C:30](=[O:48])[NH:31][C@H:32]4[CH2:35][C@@H:34]([C:36]([N:38]5[CH2:43][CH2:42][N:41]([CH2:44][CH3:45])[CH2:40][CH2:39]5)=[O:37])[C:33]4([CH3:47])[CH3:46])[CH2:26][CH2:25][C@@H:24]([C:27]([CH3:29])=[CH2:28])[C@@H:15]32)[C:6]1([CH3:52])[CH3:51])(=O)C.[OH-].[Na+]. Product: [CH2:44]([N:41]1[CH2:42][CH2:43][N:38]([C:36]([C@@H:34]2[CH2:35][C@H:32]([NH:31][C:30]([C@:14]34[CH2:26][CH2:25][C@@H:24]([C:27]([CH3:29])=[CH2:28])[C@@H:15]3[C@@H:16]3[C@@:11]([CH3:49])([CH2:12][CH2:13]4)[C@@:10]4([CH3:50])[C@@H:19]([C@:20]5([CH3:23])[C@@H:7]([CH2:8][CH2:9]4)[C:6]([CH3:51])([CH3:52])[C@@H:5]([OH:4])[CH2:22][CH2:21]5)[CH2:18][CH2:17]3)=[O:48])[C:33]2([CH3:46])[CH3:47])=[O:37])[CH2:39][CH2:40]1)[CH3:45]. The catalyst class is: 92. (3) Reactant: [CH3:1][N:2]([CH:10]1[CH2:14][CH2:13][NH:12][CH2:11]1)[C:3](=[O:9])[O:4][C:5]([CH3:8])([CH3:7])[CH3:6].[CH:15]([C:17]1[CH:18]=[CH:19][N:20]=[C:21]2[C:26]=1[N:25]=[C:24]([O:27][CH3:28])[CH:23]=[CH:22]2)=[CH2:16]. Product: [CH3:1][N:2]([CH:10]1[CH2:14][CH2:13][N:12]([CH2:16][CH2:15][C:17]2[C:26]3[C:21](=[CH:22][CH:23]=[C:24]([O:27][CH3:28])[N:25]=3)[N:20]=[CH:19][CH:18]=2)[CH2:11]1)[C:3](=[O:9])[O:4][C:5]([CH3:8])([CH3:6])[CH3:7]. The catalyst class is: 3. (4) Reactant: [NH2:1][C:2]1[C:3]([Cl:15])=[CH:4][C:5]([N:10]([CH2:12][CH2:13][NH2:14])[CH3:11])=[C:6]([CH:9]=1)[C:7]#[N:8].[CH3:16][C:17]([O:20][C:21](O[C:21]([O:20][C:17]([CH3:19])([CH3:18])[CH3:16])=[O:22])=[O:22])([CH3:19])[CH3:18]. Product: [C:17]([O:20][C:21](=[O:22])[NH:14][CH2:13][CH2:12][N:10]([C:5]1[CH:4]=[C:3]([Cl:15])[C:2]([NH2:1])=[CH:9][C:6]=1[C:7]#[N:8])[CH3:11])([CH3:19])([CH3:18])[CH3:16]. The catalyst class is: 2. (5) Reactant: [CH3:1][CH:2]1[N:9]2[CH:10]=[N:11][C:12]3[CH:13]([CH2:17][C:18]([OH:20])=O)[C:14](=[O:16])[CH:15]=[C:7]([C:8]=32)[NH:6][CH2:5][CH2:4][C:3]1=[O:21].[NH2:22][C:23]1[N:28]=[CH:27][C:26]2[CH2:29][C:30]3([CH2:40][C:25]=2[CH:24]=1)[C:38]1[C:33](=[N:34][CH:35]=[CH:36][CH:37]=1)[NH:32][C:31]3=[O:39].C1CN(C(Cl)=[N+]2CCCC2)CC1.F[P-](F)(F)(F)(F)F.C(N(CC)C(C)C)(C)C. Product: [CH3:1][CH:2]1[N:9]2[CH:10]=[N:11][C:12]3[CH:13]([CH2:17][C:18]([NH:22][C:23]4[N:28]=[CH:27][C:26]5[CH2:29][C:30]6([CH2:40][C:25]=5[CH:24]=4)[C:38]4[C:33](=[N:34][CH:35]=[CH:36][CH:37]=4)[NH:32][C:31]6=[O:39])=[O:20])[C:14](=[O:16])[CH:15]=[C:7]([C:8]=32)[NH:6][CH2:5][CH2:4][C:3]1=[O:21]. The catalyst class is: 1.